From a dataset of Reaction yield outcomes from USPTO patents with 853,638 reactions. Predict the reaction yield, written as a fraction of the theoretical maximum amount of product (1.0 means a 100% yield; for example, 0.34 means a 34% yield). (1) The reactants are Cl.C(O[C:5](=[NH:21])[C:6]1[CH:11]=[CH:10][C:9]([S:12](=[O:20])(=[O:19])[NH:13][C:14]2[S:15][CH:16]=[CH:17][N:18]=2)=[CH:8][CH:7]=1)C.[NH3:22]. No catalyst specified. The product is [S:15]1[CH:16]=[CH:17][N:18]=[C:14]1[NH:13][S:12]([C:9]1[CH:8]=[CH:7][C:6]([C:5]([NH2:21])=[NH:22])=[CH:11][CH:10]=1)(=[O:19])=[O:20]. The yield is 1.00. (2) The reactants are [CH:1]1([C@H:7]2[CH2:12][C@H:11]([C:13]3[O:17][NH:16][C:15](=[O:18])[CH:14]=3)[CH2:10][CH2:9][N:8]2[C:19]([O:21][CH3:22])=[O:20])[CH2:6][CH2:5][CH2:4][CH2:3][CH2:2]1. The catalyst is CCO. The product is [CH:1]1([C@@H:7]2[CH2:12][C@@H:11]([C:13]3[O:17][NH:16][C:15](=[O:18])[CH:14]=3)[CH2:10][CH2:9][N:8]2[C:19]([O:21][CH3:22])=[O:20])[CH2:2][CH2:3][CH2:4][CH2:5][CH2:6]1. The yield is 0.370. (3) The reactants are [OH:1][CH2:2][CH:3]([NH:5][C:6](=[O:14])[C:7]1[CH:12]=[CH:11][CH:10]=[C:9](I)[CH:8]=1)[CH3:4].[C:15]([OH:22])(=[O:21])[CH2:16][CH2:17][CH2:18][C:19]#[CH:20]. No catalyst specified. The product is [OH:1][CH2:2][CH:3]([NH:5][C:6]([C:7]1[CH:8]=[C:9]([C:20]#[C:19][CH2:18][CH2:17][CH2:16][C:15]([OH:22])=[O:21])[CH:10]=[CH:11][CH:12]=1)=[O:14])[CH3:4]. The yield is 0.990. (4) The reactants are [O:1]([CH2:8][C:9]1[S:10][CH:11]=[C:12]([CH:14]2[NH:35][C:17]3=[N:18][CH:19]=[C:20]([CH:22]4[CH2:27][CH2:26][N:25](C(OC(C)(C)C)=O)[CH2:24][CH2:23]4)[CH:21]=[C:16]3[NH:15]2)[N:13]=1)[C:2]1[CH:7]=[CH:6][CH:5]=[CH:4][CH:3]=1.C(O)(C(F)(F)F)=O. The catalyst is C(Cl)Cl. The product is [O:1]([CH2:8][C:9]1[S:10][CH:11]=[C:12]([C:14]2[NH:35][C:17]3=[N:18][CH:19]=[C:20]([CH:22]4[CH2:27][CH2:26][NH:25][CH2:24][CH2:23]4)[CH:21]=[C:16]3[N:15]=2)[N:13]=1)[C:2]1[CH:7]=[CH:6][CH:5]=[CH:4][CH:3]=1. The yield is 0.530. (5) The reactants are [CH3:1][O:2][C:3]([C:5]1([CH3:19])[C:10](=[O:11])[CH2:9][CH2:8][N:7]([C:12]([O:14][C:15]([CH3:18])([CH3:17])[CH3:16])=[O:13])[CH2:6]1)=[O:4].[Cl:20][C:21]1[CH:26]=[CH:25][C:24]([Mg]Br)=[CH:23][CH:22]=1. The catalyst is O1CCCC1. The product is [CH3:1][O:2][C:3]([C:5]1([CH3:19])[C:10]([C:24]2[CH:25]=[CH:26][C:21]([Cl:20])=[CH:22][CH:23]=2)([OH:11])[CH2:9][CH2:8][N:7]([C:12]([O:14][C:15]([CH3:18])([CH3:17])[CH3:16])=[O:13])[CH2:6]1)=[O:4]. The yield is 0.700. (6) The reactants are [OH-].[K+].[CH2:3]([O:10][C:11]([NH:13][C@@H:14]([CH2:19][C:20]1[CH:25]=[CH:24][CH:23]=[CH:22][CH:21]=1)[C@H:15]([OH:18])[CH2:16]Cl)=[O:12])[C:4]1[CH:9]=[CH:8][CH:7]=[CH:6][CH:5]=1. The catalyst is C(O)C.ClCCl. The product is [CH2:3]([O:10][C:11]([NH:13][C@@H:14]([CH2:19][C:20]1[CH:25]=[CH:24][CH:23]=[CH:22][CH:21]=1)[C@@H:15]1[O:18][CH2:16]1)=[O:12])[C:4]1[CH:9]=[CH:8][CH:7]=[CH:6][CH:5]=1. The yield is 0.770. (7) The reactants are CCCC[N+](CCCC)(CCCC)CCCC.[F-].C([Si](C1C=CC=CC=1)(C1C=CC=CC=1)[O:24][CH2:25][CH2:26][CH2:27][N:28]1[C:32]2=[N:33][CH:34]=[CH:35][CH:36]=[C:31]2[C:30]([C:37]2[C:38](=[O:49])[NH:39][C:40](=[O:48])[C:41]=2[C:42]2[O:43][CH2:44][CH2:45][CH2:46][CH:47]=2)=[CH:29]1)(C)(C)C. The catalyst is C1COCC1. The product is [O:43]1[C:42]([C:41]2[C:40](=[O:48])[NH:39][C:38](=[O:49])[C:37]=2[C:30]2[C:31]3[C:32](=[N:33][CH:34]=[CH:35][CH:36]=3)[N:28]([CH2:27][CH2:26][CH2:25][OH:24])[CH:29]=2)=[CH:47][CH2:46][CH2:45][CH2:44]1. The yield is 0.700.